Task: Predict the product of the given reaction.. Dataset: Forward reaction prediction with 1.9M reactions from USPTO patents (1976-2016) (1) Given the reactants [Br-].[CH2:2]([Zn+])[C:3]1[CH:8]=[CH:7][CH:6]=[CH:5][CH:4]=1.O1C=CC=C1P(C1OC=CC=1)C1OC=CC=1.Br[C:27]1[CH:28]=[CH:29][C:30](/[C:35](/[C:43]2[CH:48]=[CH:47][C:46]([C:49]([CH3:52])([CH3:51])[CH3:50])=[CH:45][CH:44]=2)=[CH:36]/[C@@H:37]2[NH:41][C:40](=[O:42])[CH2:39][CH2:38]2)=[N:31][C:32]=1[O:33][CH3:34].[Cl-].[NH4+], predict the reaction product. The product is: [CH2:2]([C:27]1[CH:28]=[CH:29][C:30](/[C:35](/[C:43]2[CH:44]=[CH:45][C:46]([C:49]([CH3:52])([CH3:51])[CH3:50])=[CH:47][CH:48]=2)=[CH:36]/[C@@H:37]2[NH:41][C:40](=[O:42])[CH2:39][CH2:38]2)=[N:31][C:32]=1[O:33][CH3:34])[C:3]1[CH:8]=[CH:7][CH:6]=[CH:5][CH:4]=1. (2) Given the reactants [OH:1][C:2]1[CH:7]=[CH:6][C:5]([CH2:8][C:9]([O:11][CH3:12])=[O:10])=[CH:4][CH:3]=1.CC(C)([O-])C.[K+].Cl[CH2:20][C:21]([NH:23][CH:24]1[CH2:29][CH2:28][N:27]([CH2:30][C:31]2[CH:36]=[CH:35][C:34]([Cl:37])=[C:33]([Cl:38])[CH:32]=2)[CH2:26][CH2:25]1)=[O:22].O, predict the reaction product. The product is: [Cl:38][C:33]1[CH:32]=[C:31]([CH:36]=[CH:35][C:34]=1[Cl:37])[CH2:30][N:27]1[CH2:28][CH2:29][CH:24]([NH:23][C:21](=[O:22])[CH2:20][O:1][C:2]2[CH:3]=[CH:4][C:5]([CH2:8][C:9]([O:11][CH3:12])=[O:10])=[CH:6][CH:7]=2)[CH2:25][CH2:26]1. (3) The product is: [Cl:1][C:2]1[CH:3]=[C:4]([NH:9][C:10]2[C:19]3[C:14](=[CH:15][CH:16]=[C:17]([C:20]4[O:21][C:22]([CH2:25][NH:30][CH2:27][CH2:28][CH3:29])=[CH:23][CH:24]=4)[CH:18]=3)[N:13]=[CH:12][N:11]=2)[CH:5]=[CH:6][C:7]=1[F:8]. Given the reactants [Cl:1][C:2]1[CH:3]=[C:4]([NH:9][C:10]2[C:19]3[C:14](=[CH:15][CH:16]=[C:17]([C:20]4[O:21][C:22]([CH:25]=O)=[CH:23][CH:24]=4)[CH:18]=3)[N:13]=[CH:12][N:11]=2)[CH:5]=[CH:6][C:7]=1[F:8].[CH2:27]([NH2:30])[CH2:28][CH3:29].C(O[BH-](OC(=O)C)OC(=O)C)(=O)C.[Na+], predict the reaction product. (4) Given the reactants [OH:1][C@@H:2]([CH3:15])[CH2:3][N:4]1[CH:8]=[C:7]([C:9]([O:11]CC)=[O:10])[N:6]=[C:5]1[CH3:14].[OH-].[Na+].Cl, predict the reaction product. The product is: [OH:1][C@@H:2]([CH3:15])[CH2:3][N:4]1[CH:8]=[C:7]([C:9]([OH:11])=[O:10])[N:6]=[C:5]1[CH3:14]. (5) Given the reactants [Br:1][C:2]1[CH:7]=[CH:6][C:5]([C:8]2([OH:18])[CH2:17][CH2:16][C:11]3(OCC[O:12]3)[CH2:10][CH2:9]2)=[CH:4][CH:3]=1.S(O)(C1C=CC(C)=CC=1)(=O)=O, predict the reaction product. The product is: [Br:1][C:2]1[CH:3]=[CH:4][C:5]([C:8]2([OH:18])[CH2:9][CH2:10][C:11](=[O:12])[CH2:16][CH2:17]2)=[CH:6][CH:7]=1.